From a dataset of Forward reaction prediction with 1.9M reactions from USPTO patents (1976-2016). Predict the product of the given reaction. Given the reactants [NH2:1][C:2]1[CH:3]=[C:4]2[C:9](=[CH:10][CH:11]=1)[N:8]=[C:7]([C:12]1[CH:17]=[C:16]([CH3:18])[C:15]([OH:19])=[C:14]([CH3:20])[CH:13]=1)[NH:6][C:5]2=[O:21].[C:22](OC(=O)C)(=[O:24])[CH3:23], predict the reaction product. The product is: [OH:19][C:15]1[C:16]([CH3:18])=[CH:17][C:12]([C:7]2[NH:6][C:5](=[O:21])[C:4]3[C:9](=[CH:10][CH:11]=[C:2]([NH:1][C:22](=[O:24])[CH3:23])[CH:3]=3)[N:8]=2)=[CH:13][C:14]=1[CH3:20].